Dataset: Forward reaction prediction with 1.9M reactions from USPTO patents (1976-2016). Task: Predict the product of the given reaction. (1) Given the reactants [CH2:1]([O:3][C:4]([CH:6]1[N:11](CC2C=CC(OC)=CC=2OC)[CH2:10][C:9]2[CH:23]=[C:24]([Br:26])[S:25][C:8]=2[C:7]1=[O:27])=[O:5])[CH3:2].S(Cl)(Cl)=O, predict the reaction product. The product is: [CH2:1]([O:3][C:4]([C:6]1[N:11]=[CH:10][C:9]2[CH:23]=[C:24]([Br:26])[S:25][C:8]=2[C:7]=1[OH:27])=[O:5])[CH3:2]. (2) Given the reactants [Cl:1][C:2]1[N:7]=[C:6]([C:8](Cl)=[O:9])[CH:5]=[C:4]([Cl:11])[N:3]=1.[H-].[Na+].[F:14][C:15]([F:19])([F:18])[CH2:16][NH2:17].CCOC(C)=O, predict the reaction product. The product is: [Cl:1][C:2]1[N:7]=[C:6]([C:8]([NH:17][CH2:16][C:15]([F:19])([F:18])[F:14])=[O:9])[CH:5]=[C:4]([Cl:11])[N:3]=1.